From a dataset of Drug-target binding data from BindingDB using Ki measurements. Regression. Given a target protein amino acid sequence and a drug SMILES string, predict the binding affinity score between them. We predict pKi (pKi = -log10(Ki in M); higher means stronger inhibition). Dataset: bindingdb_ki. (1) The drug is O=c1oc2ccccc2n1CCCCCN1CCN(C2CCCCC2)CC1. The target protein sequence is MGALAARRCVEWLLGLYFVSHIPITLFIDLQAVLPPELYPQEFSNLLRWYSKEFKDPLMQEPPVWFKSFLLCELVFQLPFFPIAAYAFFKGSCRWIRIPAIIYAAHTITTLIPILYTLLFEDFSKAVAFKGQRPESFRERLTLVGVYAPYLIIPLILLLFMLRNPYYKYEEKRKKK. The pKi is 8.2. (2) The drug is CS(=O)(=O)Nc1cc([C@@H](O)CN[C@H](Cc2ccccc2)c2ccc(OC(F)F)cc2)ccc1O. The pKi is 5.4. The target protein (P25962) has sequence MAPWPHRNGSLALWSDAPTLDPSAANTSGLPGVPWAAALAGALLALATVGGNLLVIIAIARTPRLQTITNVFVTSLAAADLVVGLLVMPPGATLALTGHWPLGETGCELWTSVDVLCVTASIETLCALAVDRYLAVTNPLRYGTLVTKRRARAAVVLVWIVSAAVSFAPIMSQWWRVGADAEAQECHSNPRCCSFASNMPYALLSSSVSFYLPLLVMLFVYARVFVVAKRQRHLLRRELGRFSPEESPPSPSRSPSPATGGTPAAPDGVPPCGRRPARLLPLREHRALRTLGLIMGIFSLCWLPFFLANVLRALAGPSLVPSGVFIALNWLGYANSAFNPVIYCRSPDFRDAFRRLLCSYGGRGPEEPRAVTFPASPVEARQSPPLNRFDGYEGARPFPT. (3) The drug is COc1cc2nc(N3CCN(C(=O)c4ccco4)CC3)nc(N)c2cc1OC. The target protein (O77621) has sequence MVFLSGNASDSSNCTHPPAPVNISKAILLGVILGGLIIFGVLGNILVILSVACHRHLHSVTHYYIVNLAVADLLLTSTVLPFSAIFEILGYWAFGRVFCNIWAAVDVLCCTASIMGLCIISIDRYIGVSYPLRYPTIVTQKRGLMALLCVWALSLVISIGPLFGWRQPAPEDETICQITEEPGYVLFSALGSFYVPLTIILVMYCRVYVVAKRESRGLKSGLKTDKSDSEQVTLRIHRKNAPVGGTGVSSAKNKTHFSVRLLKFSREKKAAKTLGIVVGCFVLCWLPFFLVMPIG. The pKi is 9.9. (4) The compound is C[C@@H](Nc1nc(N)nc(N2CCCCC2)n1)c1ccccc1. The target protein (P21236) has sequence MNKNIKYSQNFLTSEKVLNQIIKQLNLKETDTVYEIGTGKGHLTTKLAKISKQVTSIELDSHLFNLSSEKLKLNIRVTLIHQDILQFQFPNKQRYKIVGSIPYHLSTQIIKKVVFESHASDIYLIVEEGFYKRTLDIHRTLGLLLHTQVSIQQLLKLPAECFHPKPKVNSVLIKLTRHTTDVPDKYWKLYTYFVSKWVNREYRQLFTKNQFHQAMKHAKVNNLSTITYEQVLSIFNSYLLFNGRK. The pKi is 4.0. (5) The drug is c1cc2c(cc1-c1nnn[nH]1)[C@@]13CCCC[C@H]1[C@@H](C2)N(CC1CCC1)CC3. The target protein (P97266) has sequence YTKMKTATNIYIFNLALADALATSTLPFQSVNYLMGTWPFGTILCKIVISIDYYNMFTSIFTLCTMSVDRYIAVCHPVKALDFRTPRNAKTVNVCNWI. The pKi is 6.0. (6) The small molecule is Cn1nc(S(N)(=O)=O)sc1=N. The target protein sequence is MTIAAGALQIVFGLSRMARAALAIAPVVVHAMLAGIGITIALQQIHVLLGGTSHSSAWRNIVALPDGILHHELHEVIVGGTVIAILLMWSKLPAKVRIIPGPLVAIAGATVLALLPVLQTERIDLQGNFFDAIGLPKLAEMSPGGQPWSHEISAIALGVLTIALIASVESLLSAVGVDKLHHGPRTDFNREMVGQGSANVVSGLLGGLPITGVIVRSSANVAAGARTRMSTILHGVWILLFASLFTNLVELIPKAALAGLLIVIGAQLVKLAHIKLAWRTGNFVIYAITIVCVVFLNLLEGVAIGLVVAIVFLLVRVVRAPVEVKPVGGEQSKRWRVDIDGTLSFLLLPRLTTVLSKLPEGSEVTLNLNADYIDDSVSEAISDWRRAHETRGGVVAIVETSPAKLHHAHARPPKSHFASDPIGLVPWRSARGKDRGSASVLDRIDEYHRNGAAVLHPHIAGLTDSQDPYELFLTCADSRILPNVITASGPGDLYTVRNLG.... The pKi is 5.1. (7) The small molecule is CC1CN(C2Cc3ccc(OCCNS(=O)(=O)c4cn(C)cn4)cc3C2Cc2ccccc2)C1. The target protein sequence is MVGKGAKGMLNGAVPSEATKRDQNLKRGNWGNQIEFVLTSVGYAVGLGNVWRFPYLCYRNGGGAFMFPYFIMLIFCGIPLFFMELSFGQFASQGCLGVWRISPMFKGVGYGMMVVSTYIGIYYNVVICIAFYYFFSSMTHVLPWAYCNNPWNTHDCAGVLDASNLTNGSRPAALPSNLSHLLNHSLQRTSPSEEYWRLYVLKLSDDIGNFGEVRLPLLGCLGVSWLVVFLCLIRGVKSSGKVVYFTATFPYVVLTILFVRGVTLEGAFDGIMYYLTPQWDKILEAKVWGDAASQIFYSLGCAWGGLITMASYNKFHNNCYRDSVIISITNCATSVYAGFVIFSILGFMANHLGVDVSRVADHGPGLAFVAYPEALTLLPISPLWSLLFFFMLILLGLGTQFCLLETLVTAIVDEVGNEWILQKKTYVTLGVAVAGFLLGIPLTSQAGIYWLLLMDNYAASFSLVVISCIMCVAIMYIYGHRNYFQDIQMMLGFPPPLFFQ.... The pKi is 7.0. (8) The compound is CC(=O)N[C@@H]1CCN(CCOc2ccc(N3CC[C@H](Oc4ccc(C5CC5)cc4)C3=O)cc2C)C1. The target protein sequence is MSVQTMKKGVGRAVGLGGGSGCQATEEDPLPNCGACAPGQGGRRWRLPQPAWVEGSSARLWEQATGTGWMDLEASLLPTGPNASNTSDGPDNLTSAGSPPRTGSISYINIIMPSVFGTICLLGIIGNSTVIFAVVKKSKLHWCNNVPDIFIINLSVVDLLFLLGMPFMIHQLMGNGVWHFGETMCTLITAMDANSQFTSTYILTAMAIDRYLATVHPISSTKFRKPSVATLVICLLWALSFISITPVWLYARLIPFPGGAVGCGIRLPNPDTDLYWFTLYQFFLAFALPFVVITAAYVRILQRMTSSVAPASQRSIRLRTKRVTRTAIAICLVFFVCWAPYYVLQLTQLSISRPTLTFVYLYNAAISLGYANSCLNPFVYIVLCETFRKRLVLSVKPAAQGQLRAVSNAQTADEERTESKGT. The pKi is 8.9. (9) The small molecule is O=C(O)C(CS)NCCCc1ccccc1. The target protein (P00730) has sequence MQGLLILSVLLGAALGKEDFVGHQVLRITAADEAEVQTVKELEDLEHLQLDFWRGPGQPGSPIDVRVPFPSLQAVKVFLEAHGIRYRIMIEDVQSLLDEEQEQMFASQSRARSTNTFNYATYHTLDEIYDFMDLLVAEHPQLVSKLQIGRSYEGRPIYVLKFSTGGSNRPAIWIDLGIHSREWITQATGVWFAKKFTEDYGQDPSFTAILDSMDIFLEIVTNPDGFAFTHSQNRLWRKTRSVTSSSLCVGVDANRNWDAGFGKAGASSSPCSETYHGKYANSEVEVKSIVDFVKDHGNFKAFLSIHSYSQLLLYPYGYTTQSIPDKTELNQVAKSAVEALKSLYGTSYKYGSIITTIYQASGGSIDWSYNQGIKYSFTFELRDTGRYGFLLPASQIIPTAQETWLGVLTIMEHTLNNLY. The pKi is 5.9.